This data is from Reaction yield outcomes from USPTO patents with 853,638 reactions. The task is: Predict the reaction yield, written as a fraction of the theoretical maximum amount of product (1.0 means a 100% yield; for example, 0.34 means a 34% yield). (1) The reactants are [Br:1][C:2]1[N:3]=[C:4]([N:21]=[C:22]([N:24](C)C)[CH3:23])[C:5]([N:8]2[CH2:13][CH2:12][N:11]([C:14]([O:16][C:17]([CH3:20])([CH3:19])[CH3:18])=[O:15])[CH2:10][CH2:9]2)=[N:6][CH:7]=1.Cl.N[OH:29]. The catalyst is CO. The product is [Br:1][C:2]1[N:3]=[C:4]([N:21]=[C:22]([NH:24][OH:29])[CH3:23])[C:5]([N:8]2[CH2:13][CH2:12][N:11]([C:14]([O:16][C:17]([CH3:20])([CH3:19])[CH3:18])=[O:15])[CH2:10][CH2:9]2)=[N:6][CH:7]=1. The yield is 0.840. (2) The reactants are [Cl:1][C:2]1[CH:3]=[C:4]([CH2:9][C:10]#[N:11])[CH:5]=[C:6]([Cl:8])[CH:7]=1.Cl.[OH-].[Na+]. The catalyst is C1COCC1.C(OCC)C. The product is [Cl:1][C:2]1[CH:3]=[C:4]([CH2:9][CH2:10][NH2:11])[CH:5]=[C:6]([Cl:8])[CH:7]=1. The yield is 0.851. (3) The reactants are [OH:1][C:2]1[CH:9]=[CH:8][C:5]([CH:6]=O)=[CH:4][CH:3]=1.[CH:10]([NH2:12])=[O:11].C(O)=O. The catalyst is O. The product is [OH:1][C:2]1[CH:9]=[CH:8][C:5]([CH2:6][NH:12][CH:10]=[O:11])=[CH:4][CH:3]=1. The yield is 0.771.